This data is from NCI-60 drug combinations with 297,098 pairs across 59 cell lines. The task is: Regression. Given two drug SMILES strings and cell line genomic features, predict the synergy score measuring deviation from expected non-interaction effect. (1) Drug 2: CC12CCC3C(C1CCC2OP(=O)(O)O)CCC4=C3C=CC(=C4)OC(=O)N(CCCl)CCCl.[Na+]. Synergy scores: CSS=20.2, Synergy_ZIP=-1.45, Synergy_Bliss=1.15, Synergy_Loewe=-23.1, Synergy_HSA=-17.6. Cell line: U251. Drug 1: CC(C)NC(=O)C1=CC=C(C=C1)CNNC.Cl. (2) Drug 1: C1C(C(OC1N2C=C(C(=O)NC2=O)F)CO)O. Drug 2: B(C(CC(C)C)NC(=O)C(CC1=CC=CC=C1)NC(=O)C2=NC=CN=C2)(O)O. Cell line: SR. Synergy scores: CSS=65.6, Synergy_ZIP=1.50, Synergy_Bliss=1.56, Synergy_Loewe=-2.71, Synergy_HSA=0.787. (3) Drug 1: CC(C1=C(C=CC(=C1Cl)F)Cl)OC2=C(N=CC(=C2)C3=CN(N=C3)C4CCNCC4)N. Drug 2: CC1=CC2C(CCC3(C2CCC3(C(=O)C)OC(=O)C)C)C4(C1=CC(=O)CC4)C. Cell line: RPMI-8226. Synergy scores: CSS=0.625, Synergy_ZIP=5.28, Synergy_Bliss=2.22, Synergy_Loewe=-2.86, Synergy_HSA=-2.79. (4) Drug 1: CC12CCC3C(C1CCC2=O)CC(=C)C4=CC(=O)C=CC34C. Drug 2: CC1=C(C=C(C=C1)NC(=O)C2=CC=C(C=C2)CN3CCN(CC3)C)NC4=NC=CC(=N4)C5=CN=CC=C5. Cell line: OVCAR3. Synergy scores: CSS=34.5, Synergy_ZIP=1.35, Synergy_Bliss=1.61, Synergy_Loewe=0.517, Synergy_HSA=0.272. (5) Drug 1: C1=NNC2=C1C(=O)NC=N2. Drug 2: CCC1(C2=C(COC1=O)C(=O)N3CC4=CC5=C(C=CC(=C5CN(C)C)O)N=C4C3=C2)O.Cl. Cell line: HS 578T. Synergy scores: CSS=19.8, Synergy_ZIP=-0.960, Synergy_Bliss=-2.01, Synergy_Loewe=-11.8, Synergy_HSA=-0.916.